Task: Regression. Given two drug SMILES strings and cell line genomic features, predict the synergy score measuring deviation from expected non-interaction effect.. Dataset: NCI-60 drug combinations with 297,098 pairs across 59 cell lines (1) Drug 1: CCC1(CC2CC(C3=C(CCN(C2)C1)C4=CC=CC=C4N3)(C5=C(C=C6C(=C5)C78CCN9C7C(C=CC9)(C(C(C8N6C=O)(C(=O)OC)O)OC(=O)C)CC)OC)C(=O)OC)O.OS(=O)(=O)O. Drug 2: CN(C(=O)NC(C=O)C(C(C(CO)O)O)O)N=O. Cell line: BT-549. Synergy scores: CSS=6.66, Synergy_ZIP=-7.49, Synergy_Bliss=-6.40, Synergy_Loewe=-8.08, Synergy_HSA=-8.06. (2) Drug 1: C1=CC(=C2C(=C1NCCNCCO)C(=O)C3=C(C=CC(=C3C2=O)O)O)NCCNCCO. Cell line: MDA-MB-435. Drug 2: COC1=NC(=NC2=C1N=CN2C3C(C(C(O3)CO)O)O)N. Synergy scores: CSS=19.9, Synergy_ZIP=-1.80, Synergy_Bliss=4.69, Synergy_Loewe=-17.0, Synergy_HSA=0.569. (3) Drug 1: CC1=C(C=C(C=C1)NC2=NC=CC(=N2)N(C)C3=CC4=NN(C(=C4C=C3)C)C)S(=O)(=O)N.Cl. Synergy scores: CSS=47.0, Synergy_ZIP=7.37, Synergy_Bliss=7.63, Synergy_Loewe=4.69, Synergy_HSA=6.46. Drug 2: C1=CC(=CC=C1CCCC(=O)O)N(CCCl)CCCl. Cell line: DU-145. (4) Drug 1: CC1=CC2C(CCC3(C2CCC3(C(=O)C)OC(=O)C)C)C4(C1=CC(=O)CC4)C. Drug 2: C1CC(C1)(C(=O)O)C(=O)O.[NH2-].[NH2-].[Pt+2]. Cell line: SK-MEL-28. Synergy scores: CSS=12.0, Synergy_ZIP=-1.07, Synergy_Bliss=1.45, Synergy_Loewe=-7.16, Synergy_HSA=-2.36. (5) Drug 1: CC(C)NC(=O)C1=CC=C(C=C1)CNNC.Cl. Drug 2: COCCOC1=C(C=C2C(=C1)C(=NC=N2)NC3=CC=CC(=C3)C#C)OCCOC.Cl. Cell line: SR. Synergy scores: CSS=3.23, Synergy_ZIP=7.08, Synergy_Bliss=17.5, Synergy_Loewe=8.12, Synergy_HSA=9.46. (6) Drug 1: CC1=CC=C(C=C1)C2=CC(=NN2C3=CC=C(C=C3)S(=O)(=O)N)C(F)(F)F. Drug 2: CC12CCC3C(C1CCC2O)C(CC4=C3C=CC(=C4)O)CCCCCCCCCS(=O)CCCC(C(F)(F)F)(F)F. Cell line: HT29. Synergy scores: CSS=9.99, Synergy_ZIP=-1.85, Synergy_Bliss=0.209, Synergy_Loewe=-1.23, Synergy_HSA=-0.777.